From a dataset of Reaction yield outcomes from USPTO patents with 853,638 reactions. Predict the reaction yield, written as a fraction of the theoretical maximum amount of product (1.0 means a 100% yield; for example, 0.34 means a 34% yield). (1) The reactants are [CH3:1][O:2][C:3]1[CH:4]=[C:5]([C:12]2[CH2:13][CH2:14][N:15]([CH2:18][CH2:19][CH3:20])[CH2:16][CH:17]=2)[CH:6]=[CH:7][C:8]=1[N+:9]([O-])=O. The catalyst is CCOC(C)=O.CO. The product is [CH3:1][O:2][C:3]1[CH:4]=[C:5]([CH:12]2[CH2:17][CH2:16][N:15]([CH2:18][CH2:19][CH3:20])[CH2:14][CH2:13]2)[CH:6]=[CH:7][C:8]=1[NH2:9]. The yield is 0.800. (2) The reactants are [C:1]([O:5][C:6]([NH:8][CH2:9][C:10]1[CH:18]=[CH:17][CH:16]=[C:12]([C:13]([OH:15])=O)[C:11]=1[C:19]([OH:21])=O)=[O:7])([CH3:4])([CH3:3])[CH3:2].Cl.[NH2:23][C:24]1([CH3:32])[CH2:29][CH2:28][C:27](=[O:30])[NH:26][C:25]1=[O:31]. The catalyst is N1C=CC=CC=1. The product is [C:1]([O:5][C:6](=[O:7])[NH:8][CH2:9][C:10]1[CH:18]=[CH:17][CH:16]=[C:12]2[C:11]=1[C:19](=[O:21])[N:23]([C:24]1([CH3:32])[CH2:29][CH2:28][C:27](=[O:30])[NH:26][C:25]1=[O:31])[C:13]2=[O:15])([CH3:2])([CH3:3])[CH3:4]. The yield is 0.510. (3) The reactants are Cl[C:2]1[CH:7]=[C:6]([NH:8][C:9]2[CH:18]=[CH:17][CH:16]=[CH:15][C:10]=2[C:11]([NH:13][CH3:14])=[O:12])[C:5]([Cl:19])=[CH:4][N:3]=1.[CH3:20][N:21]1[C:25]([CH3:26])=[C:24]([NH2:27])[CH:23]=[N:22]1.C1C=CC(P(C2C(C3C(P(C4C=CC=CC=4)C4C=CC=CC=4)=CC=C4C=3C=CC=C4)=C3C(C=CC=C3)=CC=2)C2C=CC=CC=2)=CC=1.C(=O)([O-])[O-].[Cs+].[Cs+]. The product is [Cl:19][C:5]1[C:6]([NH:8][C:9]2[CH:18]=[CH:17][CH:16]=[CH:15][C:10]=2[C:11]([NH:13][CH3:14])=[O:12])=[CH:7][C:2]([NH:27][C:24]2[CH:23]=[N:22][N:21]([CH3:20])[C:25]=2[CH3:26])=[N:3][CH:4]=1. The catalyst is O1CCOCC1.C([O-])(=O)C.[Pd+2].C([O-])(=O)C. The yield is 0.114. (4) The reactants are [OH:1][C:2]1[CH:6]=[C:5]([C:7]([F:10])([F:9])[F:8])[S:4][C:3]=1[C:11]([O:13][CH3:14])=[O:12].CI.[C:17]([O-])([O-])=O.[K+].[K+].O. The catalyst is CS(C)=O. The product is [CH3:17][O:1][C:2]1[CH:6]=[C:5]([C:7]([F:10])([F:8])[F:9])[S:4][C:3]=1[C:11]([O:13][CH3:14])=[O:12]. The yield is 0.870. (5) The reactants are [F:1][C:2]1[CH:7]=[CH:6][CH:5]=[CH:4][C:3]=1[CH2:8][C:9]([CH:11]1[CH2:16][CH2:15][N:14]([CH2:17][C:18]2[C:19](=[O:24])[NH:20][CH:21]=[CH:22][N:23]=2)[CH2:13][CH2:12]1)=O.Cl.[NH2:26][OH:27].C(=O)([O-])[O-].[Na+].[Na+].[Cl-].[NH4+]. The catalyst is C(O)C.ClCCl.O. The product is [OH:27][N:26]=[C:9]([CH:11]1[CH2:16][CH2:15][N:14]([CH2:17][C:18]2[C:19](=[O:24])[NH:20][CH:21]=[CH:22][N:23]=2)[CH2:13][CH2:12]1)[CH2:8][C:3]1[CH:4]=[CH:5][CH:6]=[CH:7][C:2]=1[F:1]. The yield is 0.700.